This data is from Full USPTO retrosynthesis dataset with 1.9M reactions from patents (1976-2016). The task is: Predict the reactants needed to synthesize the given product. (1) Given the product [Cl:30][C:16]1[CH:15]=[CH:14][C:13]([C:11]([C:7]2[CH:6]=[C:5]3[C:10]([C:2]([C:43]4[CH:42]=[CH:41][N:40]=[C:39]([CH3:38])[CH:44]=4)=[CH:3][NH:4]3)=[CH:9][CH:8]=2)=[O:12])=[CH:18][C:17]=1[S:19]([NH2:22])(=[O:20])=[O:21], predict the reactants needed to synthesize it. The reactants are: Br[C:2]1[C:10]2[C:5](=[CH:6][C:7]([C:11]([C:13]3[CH:14]=[CH:15][C:16]([Cl:30])=[C:17]([S:19]([NH:22][Si](C(C)(C)C)(C)C)(=[O:21])=[O:20])[CH:18]=3)=[O:12])=[CH:8][CH:9]=2)[N:4]([Si](C(C)(C)C)(C)C)[CH:3]=1.[CH3:38][C:39]1[CH:44]=[C:43](B(O)O)[CH:42]=[CH:41][N:40]=1.P([O-])([O-])([O-])=O.[K+].[K+].[K+]. (2) Given the product [C:1]1([CH:7]2[C:16]3[NH:20][C:14](=[O:15])[NH:13][C:12](=[O:18])[C:11]=3[CH2:10][CH2:9][CH2:8]2)[CH:6]=[CH:5][CH:4]=[CH:3][CH:2]=1, predict the reactants needed to synthesize it. The reactants are: [C:1]1([CH:7]2[C:16]3[O:15][C:14](=O)[NH:13][C:12](=[O:18])[C:11]=3[CH2:10][CH2:9][CH2:8]2)[CH:6]=[CH:5][CH:4]=[CH:3][CH:2]=1.[OH-].[NH4+:20]. (3) The reactants are: [F:1][C:2]1[CH:3]=[C:4]([CH:21]=[CH:22][CH:23]=1)[CH2:5][O:6][C:7]1[CH:12]=[CH:11][C:10]([N:13]2[C:17](=[O:18])[CH2:16][C@@H:15]([C:19]#[N:20])[CH2:14]2)=[CH:9][CH:8]=1.Cl.[NH2:25][OH:26].C(N(CC)C(C)C)(C)C. Given the product [F:1][C:2]1[CH:3]=[C:4]([CH:21]=[CH:22][CH:23]=1)[CH2:5][O:6][C:7]1[CH:12]=[CH:11][C:10]([N:13]2[C:17](=[O:18])[CH2:16][C@@H:15]([C:19]([NH:25][OH:26])=[NH:20])[CH2:14]2)=[CH:9][CH:8]=1, predict the reactants needed to synthesize it. (4) Given the product [Cl:8][C:5]1[CH:6]=[CH:7][C:2]([NH2:1])=[N:3][C:4]=1[C:21]1[C:22]2[C:27](=[CH:26][CH:25]=[CH:24][CH:23]=2)[N:19]([S:16]([C:10]2[CH:15]=[CH:14][CH:13]=[CH:12][CH:11]=2)(=[O:18])=[O:17])[CH:20]=1, predict the reactants needed to synthesize it. The reactants are: [NH2:1][C:2]1[CH:7]=[CH:6][C:5]([Cl:8])=[C:4](Br)[N:3]=1.[C:10]1([S:16]([N:19]2[C:27]3[C:22](=[CH:23][CH:24]=[CH:25][CH:26]=3)[C:21](B(O)O)=[CH:20]2)(=[O:18])=[O:17])[CH:15]=[CH:14][CH:13]=[CH:12][CH:11]=1.C([O-])([O-])=O.[Cs+].[Cs+].O1CCOCC1.O. (5) Given the product [Cl:1][C:2]1[CH:7]=[C:6]([Cl:8])[CH:5]=[CH:4][C:3]=1[C:9]1[CH:14]=[CH:13][C:12]([S:15]([NH:18][C:19]2[CH:28]=[CH:27][CH:26]=[C:21]([C:22]3([OH:23])[CH2:33][CH2:32]3)[CH:20]=2)(=[O:17])=[O:16])=[CH:11][CH:10]=1, predict the reactants needed to synthesize it. The reactants are: [Cl:1][C:2]1[CH:7]=[C:6]([Cl:8])[CH:5]=[CH:4][C:3]=1[C:9]1[CH:14]=[CH:13][C:12]([S:15]([NH:18][C:19]2[CH:20]=[C:21]([CH:26]=[CH:27][CH:28]=2)[C:22](OC)=[O:23])(=[O:17])=[O:16])=[CH:11][CH:10]=1.C[Mg]I.[CH2:32]1COC[CH2:33]1.